Dataset: Forward reaction prediction with 1.9M reactions from USPTO patents (1976-2016). Task: Predict the product of the given reaction. (1) Given the reactants [NH2:1][C:2]1[C:7]([N+:8]([O-:10])=[O:9])=[CH:6][CH:5]=[C:4](Cl)[N:3]=1.[C:12]([O:16][C:17]([N:19]1[CH2:24][CH2:23][NH:22][CH2:21][CH2:20]1)=[O:18])([CH3:15])([CH3:14])[CH3:13].C(=O)([O-])[O-].[K+].[K+].O, predict the reaction product. The product is: [NH2:1][C:2]1[C:7]([N+:8]([O-:10])=[O:9])=[CH:6][C:5]([N:22]2[CH2:21][CH2:20][N:19]([C:17]([O:16][C:12]([CH3:15])([CH3:14])[CH3:13])=[O:18])[CH2:24][CH2:23]2)=[CH:4][N:3]=1. (2) Given the reactants [F:1][C:2]([F:13])([F:12])[O:3][C:4]1[CH:10]=[C:9](Br)[CH:8]=[CH:7][C:5]=1[NH2:6].[CH3:14][N:15]1[CH:19]=[C:18](B2OC(C)(C)C(C)(C)O2)[CH:17]=[N:16]1, predict the reaction product. The product is: [CH3:14][N:15]1[CH:19]=[C:18]([C:9]2[CH:8]=[CH:7][C:5]([NH2:6])=[C:4]([O:3][C:2]([F:13])([F:12])[F:1])[CH:10]=2)[CH:17]=[N:16]1.